From a dataset of Full USPTO retrosynthesis dataset with 1.9M reactions from patents (1976-2016). Predict the reactants needed to synthesize the given product. The reactants are: C([O:9][C:10]1[CH:15]=[CH:14][C:13]([C:16]2[C:25]([CH2:26][O:27][C:28]3[CH:33]=[C:32]([F:34])[CH:31]=[CH:30][C:29]=3[CH3:35])=[C:24]3[C:19]([NH:20][C:21]([CH3:39])([CH3:38])[C:22](=[O:37])[N:23]3[CH3:36])=[CH:18][CH:17]=2)=[C:12]([O:40][CH3:41])[CH:11]=1)(=O)C1C=CC=CC=1.[OH-].[Na+].O.Cl. Given the product [F:34][C:32]1[CH:31]=[CH:30][C:29]([CH3:35])=[C:28]([CH:33]=1)[O:27][CH2:26][C:25]1[C:16]([C:13]2[CH:14]=[CH:15][C:10]([OH:9])=[CH:11][C:12]=2[O:40][CH3:41])=[CH:17][CH:18]=[C:19]2[C:24]=1[N:23]([CH3:36])[C:22](=[O:37])[C:21]([CH3:39])([CH3:38])[NH:20]2, predict the reactants needed to synthesize it.